Dataset: Peptide-MHC class II binding affinity with 134,281 pairs from IEDB. Task: Regression. Given a peptide amino acid sequence and an MHC pseudo amino acid sequence, predict their binding affinity value. This is MHC class II binding data. (1) The peptide sequence is QRKVFRELVRNCDLP. The MHC is HLA-DQA10501-DQB10402 with pseudo-sequence HLA-DQA10501-DQB10402. The binding affinity (normalized) is 0.409. (2) The peptide sequence is LENDNQLLYNYPGAL. The MHC is HLA-DQA10501-DQB10201 with pseudo-sequence HLA-DQA10501-DQB10201. The binding affinity (normalized) is 0.206. (3) The peptide sequence is NQEILELAQSETCSP. The MHC is HLA-DPA10103-DPB10401 with pseudo-sequence HLA-DPA10103-DPB10401. The binding affinity (normalized) is 0.0436. (4) The peptide sequence is LSSKFNKFVSPKSVS. The MHC is DRB1_0701 with pseudo-sequence DRB1_0701. The binding affinity (normalized) is 0.866. (5) The peptide sequence is GELQIVMKIDAAFKI. The MHC is DRB1_0401 with pseudo-sequence DRB1_0401. The binding affinity (normalized) is 0.665. (6) The peptide sequence is PSMGRDIKVQFQSGG. The MHC is DRB1_0802 with pseudo-sequence DRB1_0802. The binding affinity (normalized) is 0.254. (7) The peptide sequence is YEAFVLHFSEALHII. The MHC is HLA-DQA10104-DQB10503 with pseudo-sequence HLA-DQA10104-DQB10503. The binding affinity (normalized) is 0.698. (8) The peptide sequence is FDPYGATKSATPESA. The MHC is HLA-DQA10401-DQB10402 with pseudo-sequence HLA-DQA10401-DQB10402. The binding affinity (normalized) is 0.654. (9) The peptide sequence is AAGAATTAAGAASGA. The MHC is DRB1_0802 with pseudo-sequence DRB1_0802. The binding affinity (normalized) is 0.412. (10) The peptide sequence is GHGCAQPAMERRKHI. The MHC is DRB1_1201 with pseudo-sequence DRB1_1201. The binding affinity (normalized) is 0.0303.